From a dataset of Reaction yield outcomes from USPTO patents with 853,638 reactions. Predict the reaction yield, written as a fraction of the theoretical maximum amount of product (1.0 means a 100% yield; for example, 0.34 means a 34% yield). (1) The product is [CH3:23][N:20]([C:21]1[CH:22]=[CH:3][CH:4]=[C:5]([CH3:8])[CH:6]=1)[C:29]([NH:1][C:2]1[CH:3]=[CH:4][C:5]([C:8]2[CH:16]=[CH:15][CH:14]=[C:13]3[C:9]=2[CH2:10][NH:11][C:12]3=[O:17])=[CH:6][CH:7]=1)=[O:35]. The reactants are [NH2:1][C:2]1[CH:7]=[CH:6][C:5]([C:8]2[CH:16]=[CH:15][CH:14]=[C:13]3[C:9]=2[CH2:10][NH:11][C:12]3=[O:17])=[CH:4][CH:3]=1.C([N:20]([CH2:23]C)[CH2:21][CH3:22])C.ClC(Cl)(O[C:29](=[O:35])OC(Cl)(Cl)Cl)Cl. The yield is 0.200. The catalyst is O1CCOCC1. (2) The reactants are [C:1]1([CH3:11])[CH:6]=[CH:5][C:4]([S:7](Cl)(=[O:9])=[O:8])=[CH:3][CH:2]=1.Cl.CN(C)C.[CH2:17]([O:19][C:20]([C:22]1([CH2:37][OH:38])[CH2:26][CH2:25][N:24]([C:27](=[O:36])[C:28]2[CH:33]=[CH:32][C:31]([O:34][CH3:35])=[CH:30][CH:29]=2)[CH2:23]1)=[O:21])[CH3:18].C(N(CC)CC)C. The catalyst is ClCCl.O. The product is [CH2:17]([O:19][C:20]([C:22]1([CH2:37][O:38][S:7]([C:4]2[CH:5]=[CH:6][C:1]([CH3:11])=[CH:2][CH:3]=2)(=[O:9])=[O:8])[CH2:26][CH2:25][N:24]([C:27](=[O:36])[C:28]2[CH:29]=[CH:30][C:31]([O:34][CH3:35])=[CH:32][CH:33]=2)[CH2:23]1)=[O:21])[CH3:18]. The yield is 1.00. (3) The reactants are [CH3:1][C:2]1[C:3]([C:8]2[CH:13]=[CH:12][C:11]([CH2:14][OH:15])=[CH:10][CH:9]=2)=[N:4][CH:5]=[CH:6][CH:7]=1.[Cr](O[Cr]([O-])(=O)=O)([O-])(=O)=[O:17].[NH+]1C=CC=CC=1.[NH+]1C=CC=CC=1.O. The catalyst is CN(C=O)C. The product is [CH3:1][C:2]1[C:3]([C:8]2[CH:13]=[CH:12][C:11]([C:14]([OH:17])=[O:15])=[CH:10][CH:9]=2)=[N:4][CH:5]=[CH:6][CH:7]=1. The yield is 0.250. (4) The reactants are [N:1]1[CH:6]=[CH:5][CH:4]=[C:3]([CH2:7][C:8](Cl)=[O:9])[CH:2]=1.[CH:11]1([NH:17][C:18]2[N:23]3[N:24]=[C:25]([NH2:27])[N:26]=[C:22]3[CH:21]=[CH:20][CH:19]=2)[CH2:16][CH2:15][CH2:14][CH2:13][CH2:12]1.N1C=CC=CC=1.CCOCC. The catalyst is C(Cl)Cl.O. The product is [CH:11]1([NH:17][C:18]2[N:23]3[N:24]=[C:25]([NH:27][C:8](=[O:9])[CH2:7][C:3]4[CH:2]=[N:1][CH:6]=[CH:5][CH:4]=4)[N:26]=[C:22]3[CH:21]=[CH:20][CH:19]=2)[CH2:12][CH2:13][CH2:14][CH2:15][CH2:16]1. The yield is 0.410. (5) The reactants are CI.[NH2:3][C:4]1[CH:24]=[CH:23][CH:22]=[C:21]([CH3:25])[C:5]=1[CH2:6][NH:7][C:8]([NH:10][C:11]1[CH:16]=[CH:15][CH:14]=[C:13]([C:17]([F:20])([F:19])[F:18])[CH:12]=1)=S. The catalyst is C(O)C. The product is [CH3:25][C:21]1[CH:22]=[CH:23][CH:24]=[C:4]2[C:5]=1[CH2:6][NH:7][C:8]([NH:10][C:11]1[CH:16]=[CH:15][CH:14]=[C:13]([C:17]([F:20])([F:19])[F:18])[CH:12]=1)=[N:3]2. The yield is 0.0890.